Dataset: Forward reaction prediction with 1.9M reactions from USPTO patents (1976-2016). Task: Predict the product of the given reaction. Given the reactants [N:1]1[CH:6]=[CH:5][CH:4]=[CH:3][C:2]=1[C:7]1[N:11]=[C:10]([C:12]2[CH:13]=[N:14][CH:15]=[C:16](Br)[CH:17]=2)[O:9][N:8]=1.B1([C:25]2[CH:30]=[CH:29][CH:28]=[N:27][CH:26]=2)OCCCO1.C(=O)([O-])[O-].[Na+].[Na+], predict the reaction product. The product is: [N:1]1[CH:6]=[CH:5][CH:4]=[CH:3][C:2]=1[C:7]1[N:11]=[C:10]([C:12]2[CH:13]=[N:14][CH:15]=[C:16]([C:25]3[CH:26]=[N:27][CH:28]=[CH:29][CH:30]=3)[CH:17]=2)[O:9][N:8]=1.